Regression/Classification. Given a drug SMILES string, predict its toxicity properties. Task type varies by dataset: regression for continuous values (e.g., LD50, hERG inhibition percentage) or binary classification for toxic/non-toxic outcomes (e.g., AMES mutagenicity, cardiotoxicity, hepatotoxicity). Dataset: ld50_zhu. From a dataset of Acute oral toxicity (LD50) regression data from Zhu et al.. The rat oral LD50 is 2.86, given as -log10 of the dose in mol/kg body weight (higher means more acutely toxic). The compound is CC(C(=O)O)c1ccc(-c2ccccc2F)cc1.